This data is from Full USPTO retrosynthesis dataset with 1.9M reactions from patents (1976-2016). The task is: Predict the reactants needed to synthesize the given product. (1) Given the product [N:27]1([CH:30]2[CH2:35][CH2:34][NH:33][CH2:32][CH2:31]2)[CH2:28][CH2:29][CH:24]([N:8]2[C:4]3[N:5]=[CH:6][N:7]=[C:2]([NH2:1])[C:3]=3[C:10]([C:11]3[CH:12]=[CH:13][C:14]([O:17][C:18]4[CH:23]=[CH:22][CH:21]=[CH:20][CH:19]=4)=[CH:15][CH:16]=3)=[CH:9]2)[CH2:25][CH2:26]1, predict the reactants needed to synthesize it. The reactants are: [NH2:1][C:2]1[C:3]2[C:10]([C:11]3[CH:16]=[CH:15][C:14]([O:17][C:18]4[CH:23]=[CH:22][CH:21]=[CH:20][CH:19]=4)=[CH:13][CH:12]=3)=[CH:9][N:8]([CH:24]3[CH2:29][CH2:28][N:27]([CH:30]4[CH2:35][CH2:34][N:33](C(OC(C)(C)C)=O)[CH2:32][CH2:31]4)[CH2:26][CH2:25]3)[C:4]=2[N:5]=[CH:6][N:7]=1.Cl.[OH-].[Na+]. (2) Given the product [O:29]1[CH2:30][CH:31]=[C:26]([C:15]2[CH:14]=[C:13]([F:32])[C:12]3[O:11][C:10]4[C:19](=[CH:20][C:7]([C:39]5[CH:40]=[N:35][CH:36]=[N:37][CH:38]=5)=[CH:8][CH:9]=4)[C@:18]4([CH2:24][O:23][C:22]([NH2:25])=[N:21]4)[C:17]=3[CH:16]=2)[CH2:27][CH2:28]1, predict the reactants needed to synthesize it. The reactants are: FC(F)(F)S(O[C:7]1[CH:20]=[C:19]2[C:10]([O:11][C:12]3[C:13]([F:32])=[CH:14][C:15]([C:26]4[CH2:27][CH2:28][O:29][CH2:30][CH:31]=4)=[CH:16][C:17]=3[C:18]32[CH2:24][O:23][C:22]([NH2:25])=[N:21]3)=[CH:9][CH:8]=1)(=O)=O.[N:35]1[CH:40]=[C:39](B(O)O)[CH:38]=[N:37][CH:36]=1.C(=O)([O-])[O-].[K+].[K+]. (3) Given the product [ClH:35].[ClH:35].[F:1][C:2]1[C:7]([C:8]2[C:9](=[O:34])[NH:10][C:11](=[O:33])[N:12]([CH2:14][CH2:15][CH2:16][N:17]3[CH2:22][C@H:21]4[C@:19]([C:23]5[CH:28]=[CH:27][C:26]([C:29]([F:32])([F:31])[F:30])=[CH:25][CH:24]=5)([CH2:20]4)[CH2:18]3)[CH:13]=2)=[CH:6][CH:5]=[CH:4][N:3]=1, predict the reactants needed to synthesize it. The reactants are: [F:1][C:2]1[C:7]([C:8]2[C:9](=[O:34])[NH:10][C:11](=[O:33])[N:12]([CH2:14][CH2:15][CH2:16][N:17]3[CH2:22][C@H:21]4[C@:19]([C:23]5[CH:28]=[CH:27][C:26]([C:29]([F:32])([F:31])[F:30])=[CH:25][CH:24]=5)([CH2:20]4)[CH2:18]3)[CH:13]=2)=[CH:6][CH:5]=[CH:4][N:3]=1.[ClH:35]. (4) The reactants are: [CH3:1][O:2][C:3]1[CH:8]=[CH:7][C:6](B(O)O)=[CH:5][CH:4]=1.Br[C:13]1[CH:18]=[CH:17][CH:16]=[CH:15][C:14]=1[CH3:19].C([O-])([O-])=O.[K+].[K+]. Given the product [CH3:1][O:2][C:3]1[CH:8]=[CH:7][C:6]([C:13]2[CH:18]=[CH:17][CH:16]=[CH:15][C:14]=2[CH3:19])=[CH:5][CH:4]=1, predict the reactants needed to synthesize it. (5) The reactants are: O1CCCC1.[C:6]([C:8]1[CH:9]=[C:10]([S:15](Cl)(=[O:17])=[O:16])[CH:11]=[CH:12][C:13]=1[F:14])#[N:7].C(N(CC)CC)C.[N:26]1[CH:31]=[CH:30][CH:29]=[CH:28][C:27]=1[CH2:32][NH2:33]. Given the product [C:6]([C:8]1[CH:9]=[C:10]([S:15]([NH:33][CH2:32][C:27]2[CH:28]=[CH:29][CH:30]=[CH:31][N:26]=2)(=[O:17])=[O:16])[CH:11]=[CH:12][C:13]=1[F:14])#[N:7], predict the reactants needed to synthesize it. (6) Given the product [CH2:1]([C@@H:8]([C:9]([N:41]([C:38]1[S:39][CH:40]=[C:36]([C:34]2[CH:35]=[C:30]([C:20]3[CH:25]=[CH:24][CH:23]=[CH:22][CH:21]=3)[CH:31]=[CH:32][C:33]=2[Cl:43])[N:37]=1)[CH3:42])=[O:11])[CH2:12][C:13]([OH:15])=[O:14])[C:2]1[CH:3]=[CH:4][CH:5]=[CH:6][CH:7]=1.[Br:29][C:30]1[CH:31]=[CH:32][C:33]([Cl:43])=[C:34]([C:36]2[N:37]=[C:38]([NH:41][CH3:42])[S:39][CH:40]=2)[CH:35]=1, predict the reactants needed to synthesize it. The reactants are: [CH2:1]([C@H:8]([CH2:12][C:13]([O:15]C(C)(C)C)=[O:14])[C:9]([OH:11])=O)[C:2]1[CH:7]=[CH:6][CH:5]=[CH:4][CH:3]=1.[C:20]1(B(O)O)[CH:25]=[CH:24][CH:23]=[CH:22][CH:21]=1.[Br:29][C:30]1[CH:31]=[CH:32][C:33]([Cl:43])=[C:34]([C:36]2[N:37]=[C:38]([NH:41][CH3:42])[S:39][CH:40]=2)[CH:35]=1.